Task: Predict the product of the given reaction.. Dataset: Forward reaction prediction with 1.9M reactions from USPTO patents (1976-2016) (1) Given the reactants [Br:1]N1C(=O)CCC1=O.[Cl:9][C:10]1[CH:15]=[CH:14][N:13]=[C:12]([NH2:16])[CH:11]=1, predict the reaction product. The product is: [Br:1][C:15]1[C:10]([Cl:9])=[CH:11][C:12]([NH2:16])=[N:13][CH:14]=1. (2) Given the reactants F[C:2]1[C:3]([CH3:22])=[N:4][C:5]2[C:10]([N:11]=1)=[C:9]([C:12]1[NH:20][C:19]3[CH2:18][CH2:17][NH:16][C:15](=[O:21])[C:14]=3[CH:13]=1)[CH:8]=[CH:7][CH:6]=2.[CH:23]1([NH2:27])[CH2:26][CH2:25][CH2:24]1.CO.C(Cl)Cl, predict the reaction product. The product is: [CH:23]1([NH:27][C:2]2[C:3]([CH3:22])=[N:4][C:5]3[C:10]([N:11]=2)=[C:9]([C:12]2[NH:20][C:19]4[CH2:18][CH2:17][NH:16][C:15](=[O:21])[C:14]=4[CH:13]=2)[CH:8]=[CH:7][CH:6]=3)[CH2:26][CH2:25][CH2:24]1. (3) Given the reactants [OH:1][CH2:2][CH2:3][CH2:4][CH:5]1[C:14]2[C:9](=[CH:10][C:11]([O:15][CH2:16][O:17][CH3:18])=[CH:12][CH:13]=2)[O:8][CH2:7][C:6]1([C:20]1[CH:25]=[CH:24][C:23]([O:26][CH2:27][O:28][CH3:29])=[CH:22][CH:21]=1)[CH3:19].[CH3:30][S:31](Cl)(=[O:33])=[O:32].C(N(CC)CC)C.O, predict the reaction product. The product is: [CH3:30][S:31]([O:1][CH2:2][CH2:3][CH2:4][CH:5]1[C:14]2[C:9](=[CH:10][C:11]([O:15][CH2:16][O:17][CH3:18])=[CH:12][CH:13]=2)[O:8][CH2:7][C:6]1([C:20]1[CH:21]=[CH:22][C:23]([O:26][CH2:27][O:28][CH3:29])=[CH:24][CH:25]=1)[CH3:19])(=[O:33])=[O:32]. (4) The product is: [C:1]1([C:7]2([C:10]3[N:15]=[C:14]4[S:16][C:17]([C:19]5[CH:20]=[C:21]6[C:26](=[CH:27][CH:28]=5)[CH2:25][N:24]([CH2:37][C:38]([O:40][CH3:41])=[O:39])[CH2:23][CH2:22]6)=[N:18][C:13]4=[CH:12][CH:11]=3)[CH2:9][CH2:8]2)[CH:2]=[CH:3][CH:4]=[CH:5][CH:6]=1. Given the reactants [C:1]1([C:7]2([C:10]3[N:15]=[C:14]4[S:16][C:17]([C:19]5[CH:20]=[C:21]6[C:26](=[CH:27][CH:28]=5)[CH2:25][NH:24][CH2:23][CH2:22]6)=[N:18][C:13]4=[CH:12][CH:11]=3)[CH2:9][CH2:8]2)[CH:6]=[CH:5][CH:4]=[CH:3][CH:2]=1.C(N(CC)CC)C.Br[CH2:37][C:38]([O:40][CH3:41])=[O:39], predict the reaction product. (5) Given the reactants [C:1]([C:5]1[CH:6]=[C:7]([NH:17][C:18]([NH:20][C@@H:21]2[C:30]3[C:25](=[CH:26][CH:27]=[CH:28][CH:29]=3)[C@H:24]([O:31][C:32]3[CH:33]=[CH:34][C:35]4[N:36]([C:38]([N:41]5[CH2:45][CH2:44][CH:43]([O:46][Si](C(C)C)(C(C)C)C(C)C)[C@@H:42]5[CH3:57])=[N:39][N:40]=4)[CH:37]=3)[CH2:23][CH2:22]2)=[O:19])[N:8]([C:10]2[CH:15]=[CH:14][C:13]([CH3:16])=[CH:12][CH:11]=2)[N:9]=1)([CH3:4])([CH3:3])[CH3:2].CCCC[N+](CCCC)(CCCC)CCCC.[F-].O, predict the reaction product. The product is: [C:1]([C:5]1[CH:6]=[C:7]([NH:17][C:18]([NH:20][C@@H:21]2[C:30]3[C:25](=[CH:26][CH:27]=[CH:28][CH:29]=3)[C@H:24]([O:31][C:32]3[CH:33]=[CH:34][C:35]4[N:36]([C:38]([N:41]5[CH2:42][CH2:57][C@H:44]([CH2:43][OH:46])[CH2:45]5)=[N:39][N:40]=4)[CH:37]=3)[CH2:23][CH2:22]2)=[O:19])[N:8]([C:10]2[CH:15]=[CH:14][C:13]([CH3:16])=[CH:12][CH:11]=2)[N:9]=1)([CH3:3])([CH3:4])[CH3:2].